From a dataset of Forward reaction prediction with 1.9M reactions from USPTO patents (1976-2016). Predict the product of the given reaction. Given the reactants C(N1C(C2SC3CCOC4C=C(C5CN([CH2:27][C:28]([NH2:30])=[O:29])C5)C=CC=4C=3N=2)=NC=N1)(C)C.[NH:31]1[CH2:34][CH:33]([C:35]2[CH:36]=[CH:37][C:38]3[O:47][CH2:46][CH2:45][C:44]4[S:43][C:42]([C:48]5[N:49]([CH:53]([CH3:55])[CH3:54])[N:50]=[CH:51][N:52]=5)=[N:41][C:40]=4[C:39]=3[CH:56]=2)[CH2:32]1.BrCC(N)=O, predict the reaction product. The product is: [CH:53]([N:49]1[C:48]([C:42]2[S:43][C:44]3[CH2:45][CH2:46][O:47][C:38]4[CH:37]=[CH:36][C:35]([CH:33]5[CH2:34][N:31]([CH2:27][C:28]([NH2:30])=[O:29])[CH2:32]5)=[CH:56][C:39]=4[C:40]=3[N:41]=2)=[N:52][CH:51]=[N:50]1)([CH3:54])[CH3:55].